From a dataset of Reaction yield outcomes from USPTO patents with 853,638 reactions. Predict the reaction yield, written as a fraction of the theoretical maximum amount of product (1.0 means a 100% yield; for example, 0.34 means a 34% yield). (1) The reactants are [C:1]([C:3]([CH3:11])=[C:4]([O-])[C:5]([O:7][CH2:8][CH3:9])=[O:6])#[N:2].[K+].[CH3:13][NH:14][NH2:15].Cl. The catalyst is CCO. The product is [NH2:2][C:1]1[N:14]([CH3:13])[N:15]=[C:4]([C:5]([O:7][CH2:8][CH3:9])=[O:6])[C:3]=1[CH3:11]. The yield is 0.250. (2) The yield is 0.860. The catalyst is [N+](CCC)([O-])=O.C(O)(=O)C. The reactants are [Br:1][C:2]1[CH:3]=[C:4]2[C:8](=[CH:9][CH:10]=1)[NH:7][CH:6]=[C:5]2[CH:11]=O.P([O-])([O-])(O)=O.[NH4+:18].[NH4+]. The product is [Br:1][C:2]1[CH:3]=[C:4]2[C:8](=[CH:9][CH:10]=1)[NH:7][CH:6]=[C:5]2[C:11]#[N:18]. (3) The reactants are [CH:1]1([N:4]([CH2:18][C:19]([O:21]CC)=[O:20])[S:5]([C:8]2[C:13]([CH3:14])=[CH:12][C:11]([O:15][CH3:16])=[CH:10][C:9]=2[CH3:17])(=[O:7])=[O:6])[CH2:3][CH2:2]1.[Li+].[OH-]. The catalyst is C1COCC1.O. The product is [CH:1]1([N:4]([CH2:18][C:19]([OH:21])=[O:20])[S:5]([C:8]2[C:13]([CH3:14])=[CH:12][C:11]([O:15][CH3:16])=[CH:10][C:9]=2[CH3:17])(=[O:7])=[O:6])[CH2:2][CH2:3]1. The yield is 0.830. (4) The reactants are [I:1][C:2]1[CH:3]=[C:4]2[C:8](=[CH:9][CH:10]=1)[NH:7][C:6](=[O:11])[C:5]2=O.[OH:13][C:14]1[CH:23]=[CH:22][CH:21]=[CH:20][C:15]=1[C:16]([NH:18][NH2:19])=[O:17]. The catalyst is C(O)(=O)C. The product is [OH:13][C:14]1[CH:23]=[CH:22][CH:21]=[CH:20][C:15]=1[C:16]([NH:18][N:19]=[C:5]1[C:4]2[C:8](=[CH:9][CH:10]=[C:2]([I:1])[CH:3]=2)[NH:7][C:6]1=[O:11])=[O:17]. The yield is 0.840. (5) The reactants are [Cl:1][C:2]1[CH:3]=[C:4]([C:9]2[N:10]=[C:11]3[CH:16]=[C:15]([CH3:17])[CH:14]=[CH:13][N:12]3[C:18]=2[CH2:19][C:20](O)=[O:21])[CH:5]=[CH:6][C:7]=1[Cl:8].[N:23]1[CH:28]=[CH:27][C:26]([CH2:29][NH:30][CH2:31][CH3:32])=[CH:25][CH:24]=1. No catalyst specified. The product is [ClH:1].[CH2:31]([N:30]([CH2:29][C:26]1[CH:27]=[CH:28][N:23]=[CH:24][CH:25]=1)[C:20](=[O:21])[CH2:19][C:18]1[N:12]2[CH:13]=[CH:14][C:15]([CH3:17])=[CH:16][C:11]2=[N:10][C:9]=1[C:4]1[CH:5]=[CH:6][C:7]([Cl:8])=[C:2]([Cl:1])[CH:3]=1)[CH3:32]. The yield is 0.721. (6) The reactants are [Cl:1][C:2]1[CH:7]=[CH:6][C:5]([O:8][CH3:9])=[CH:4][C:3]=1[F:10].[Al+3].[Cl-].[Cl-].[Cl-].[C:15](Cl)(=[O:17])[CH3:16].O. The catalyst is C[N+]([O-])=O. The product is [Cl:1][C:2]1[C:3]([F:10])=[CH:4][C:5]([O:8][CH3:9])=[C:6]([C:15](=[O:17])[CH3:16])[CH:7]=1. The yield is 0.460. (7) The reactants are [NH2:1][C:2]1[CH:7]=[C:6]([CH2:8][NH:9][C:10]2[CH:28]=[CH:27][CH:26]=[CH:25][C:11]=2[C:12]([NH:14][C:15]2[CH:20]=[CH:19][CH:18]=[C:17]([C:21]([F:24])([F:23])[F:22])[CH:16]=2)=[O:13])[CH:5]=[CH:4][N:3]=1.[CH2:29]([N:36]=[C:37]=[O:38])[C:30]1[CH:35]=[CH:34][CH:33]=[CH:32][CH:31]=1. The catalyst is C(Cl)Cl. The product is [CH2:29]([NH:36][C:37](=[O:38])[NH:1][C:2]1[CH:7]=[C:6]([CH2:8][NH:9][C:10]2[CH:28]=[CH:27][CH:26]=[CH:25][C:11]=2[C:12]([NH:14][C:15]2[CH:20]=[CH:19][CH:18]=[C:17]([C:21]([F:22])([F:24])[F:23])[CH:16]=2)=[O:13])[CH:5]=[CH:4][N:3]=1)[C:30]1[CH:35]=[CH:34][CH:33]=[CH:32][CH:31]=1. The yield is 0.490. (8) The reactants are C1(P(C2C=CC=CC=2)C2C3OC4C(=CC=CC=4P(C4C=CC=CC=4)C4C=CC=CC=4)C(C)(C)C=3C=CC=2)C=CC=CC=1.C(=O)([O-])[O-].[Cs+].[Cs+].Br[C:50]1[C:51]([F:68])=[N:52][CH:53]=[CH:54][C:55]=1[C:56]1[C:57]([NH:63][CH2:64][CH:65]2[CH2:67][CH2:66]2)=[N:58][C:59]([NH2:62])=[N:60][CH:61]=1. The catalyst is C1C=CC(/C=C/C(/C=C/C2C=CC=CC=2)=O)=CC=1.C1C=CC(/C=C/C(/C=C/C2C=CC=CC=2)=O)=CC=1.C1C=CC(/C=C/C(/C=C/C2C=CC=CC=2)=O)=CC=1.[Pd].[Pd]. The product is [CH:65]1([CH2:64][N:63]2[C:57]3[N:58]=[C:59]([NH2:62])[N:60]=[CH:61][C:56]=3[C:55]3[CH:54]=[CH:53][N:52]=[C:51]([F:68])[C:50]2=3)[CH2:67][CH2:66]1. The yield is 0.790. (9) The reactants are [O:1]=[C:2]([N:12]1[CH2:15][CH:14]([O:16][CH2:17][C:18]2[CH:23]=[CH:22][N:21]=[CH:20][CH:19]=2)[CH2:13]1)/[CH:3]=[CH:4]/[C:5]1[CH:6]=[CH:7][C:8]([NH2:11])=[N:9][CH:10]=1.[C:24](OC(=O)C)(=[O:26])[CH3:25].C([O-])(O)=O.[Na+]. The catalyst is C1COCC1. The product is [O:1]=[C:2]([N:12]1[CH2:13][CH:14]([O:16][CH2:17][C:18]2[CH:19]=[CH:20][N:21]=[CH:22][CH:23]=2)[CH2:15]1)/[CH:3]=[CH:4]/[C:5]1[CH:6]=[CH:7][C:8]([NH:11][C:24](=[O:26])[CH3:25])=[N:9][CH:10]=1. The yield is 0.120.